Dataset: Reaction yield outcomes from USPTO patents with 853,638 reactions. Task: Predict the reaction yield, written as a fraction of the theoretical maximum amount of product (1.0 means a 100% yield; for example, 0.34 means a 34% yield). (1) The reactants are Br[C:2]1[C:10]2[O:9][C:8]([CH3:12])([CH3:11])[CH2:7][C:6]=2[C:5]([CH3:13])=[C:4]([NH:14][C:15](=[O:21])[CH2:16][C:17]([CH3:20])([CH3:19])[CH3:18])[C:3]=1[CH3:22].[CH:23]([C:26]1[CH:31]=[CH:30][C:29]([OH:32])=[CH:28][CH:27]=1)([CH3:25])[CH3:24].C(=O)([O-])[O-].[K+].[K+].O. The catalyst is N1C=CC=CC=1.[Cu](I)I. The product is [CH:23]([C:26]1[CH:31]=[CH:30][C:29]([O:32][C:2]2[C:10]3[O:9][C:8]([CH3:12])([CH3:11])[CH2:7][C:6]=3[C:5]([CH3:13])=[C:4]([NH:14][C:15](=[O:21])[CH2:16][C:17]([CH3:20])([CH3:19])[CH3:18])[C:3]=2[CH3:22])=[CH:28][CH:27]=1)([CH3:25])[CH3:24]. The yield is 0.400. (2) The reactants are [Cl:1][C:2]1[C:10]2[N:9]=[C:8]3[N:11]([C:15]4[CH:20]=[CH:19][C:18]([O:21][CH3:22])=[CH:17][C:16]=4[Cl:23])[CH2:12][CH2:13][CH2:14][N:7]3[C:6]=2[C:5]([CH:24]([OH:27])[CH2:25][CH3:26])=[CH:4][CH:3]=1.[C:28](OC=C)(=O)[CH3:29].C(=O)([O-])[O-].[Na+].[Na+]. The catalyst is ClC1C=CC=CC=1Cl. The product is [Cl:1][C:2]1[C:10]2[N:9]=[C:8]3[N:11]([C:15]4[CH:20]=[CH:19][C:18]([O:21][CH3:22])=[CH:17][C:16]=4[Cl:23])[CH2:12][CH2:13][CH2:14][N:7]3[C:6]=2[C:5]([CH:24]([O:27][CH:28]=[CH2:29])[CH2:25][CH3:26])=[CH:4][CH:3]=1. The yield is 0.820.